This data is from Full USPTO retrosynthesis dataset with 1.9M reactions from patents (1976-2016). The task is: Predict the reactants needed to synthesize the given product. (1) Given the product [CH3:1][O:2][C:3]1[CH:4]=[CH:5][C:6]([CH2:7][N:8]2[C:12]3=[N:13][CH:14]=[CH:15][C:16]([O:17][C:18]4[CH:23]=[CH:22][C:21]([O:24][C:25]5[CH:30]=[CH:29][CH:28]=[CH:27][CH:26]=5)=[CH:20][CH:19]=4)=[C:11]3[C:10]([NH:31][C:35]3[CH:40]=[CH:39][CH:38]=[CH:37][C:36]=3[N+:41]([O-:43])=[O:42])=[N:9]2)=[CH:32][CH:33]=1, predict the reactants needed to synthesize it. The reactants are: [CH3:1][O:2][C:3]1[CH:33]=[CH:32][C:6]([CH2:7][N:8]2[C:12]3=[N:13][CH:14]=[CH:15][C:16]([O:17][C:18]4[CH:23]=[CH:22][C:21]([O:24][C:25]5[CH:30]=[CH:29][CH:28]=[CH:27][CH:26]=5)=[CH:20][CH:19]=4)=[C:11]3[C:10]([NH2:31])=[N:9]2)=[CH:5][CH:4]=1.F[C:35]1[CH:40]=[CH:39][CH:38]=[CH:37][C:36]=1[N+:41]([O-:43])=[O:42].[H-].[Na+]. (2) The reactants are: [CH:1]1([O:6][C:7]2[CH:8]=[C:9]([CH:15]([O:19][CH3:20])[C:16]([OH:18])=O)[CH:10]=[CH:11][C:12]=2[O:13][CH3:14])[CH2:5][CH2:4][CH2:3][CH2:2]1.[NH2:21][CH2:22][C:23]1[CH:30]=[CH:29][C:26]([C:27]#[N:28])=[CH:25][CH:24]=1. Given the product [C:22]([C:23]1[CH:30]=[CH:29][C:26]([CH2:27][NH:28][C:16](=[O:18])[CH:15]([C:9]2[CH:10]=[CH:11][C:12]([O:13][CH3:14])=[C:7]([O:6][CH:1]3[CH2:2][CH2:3][CH2:4][CH2:5]3)[CH:8]=2)[O:19][CH3:20])=[CH:25][CH:24]=1)#[N:21], predict the reactants needed to synthesize it.